From a dataset of Full USPTO retrosynthesis dataset with 1.9M reactions from patents (1976-2016). Predict the reactants needed to synthesize the given product. (1) Given the product [Br:15][C:6]1[CH:7]=[C:8]([C:10]([F:11])([F:12])[F:13])[CH:9]=[C:4]([N+:1]([O-:3])=[O:2])[C:5]=1[OH:14], predict the reactants needed to synthesize it. The reactants are: [N+:1]([C:4]1[CH:9]=[C:8]([C:10]([F:13])([F:12])[F:11])[CH:7]=[CH:6][C:5]=1[OH:14])([O-:3])=[O:2].[Br:15]Br. (2) Given the product [C:1]([O:5][C:6]([N:8]1[CH2:13][CH2:12][N:11]([C:16]2[CH:17]=[CH:18][CH:19]=[CH:20][C:15]=2[Br:14])[CH2:10][CH2:9]1)=[O:7])([CH3:4])([CH3:2])[CH3:3], predict the reactants needed to synthesize it. The reactants are: [C:1]([O:5][C:6]([N:8]1[CH2:13][CH2:12][NH:11][CH2:10][CH2:9]1)=[O:7])([CH3:4])([CH3:3])[CH3:2].[Br:14][C:15]1[CH:20]=[CH:19][CH:18]=[CH:17][C:16]=1Br.CC(C)([O-])C.[Na+].